This data is from Experimentally validated miRNA-target interactions with 360,000+ pairs, plus equal number of negative samples. The task is: Binary Classification. Given a miRNA mature sequence and a target amino acid sequence, predict their likelihood of interaction. (1) The miRNA is hsa-miR-532-3p with sequence CCUCCCACACCCAAGGCUUGCA. Result: 0 (no interaction). The protein sequence of the target gene is MELHSLSKRNSPVDPCNALEWSSGETSGDHIEEATIRDAFCYQKNLVSTPRADVVEVCRLSTSPASPTSLLQDSAIQTSFSLSGPPDSGNNQVMADRKVCNCCSQELETSFTYVDENVNLEQRSQRSPSAKGSNHPVDLGWGNPNEWSHETAMSLMSEDDDDTSSEATSSGKSVDYGFISAILFLVTGILLVIISYIVPREVTVDPNTVAAREMERLEKESAMLGAHLDRCVIAGLCLLTLGGVVLSCLLMMSMWKGELYRRNRFASSKESAKLYGSFNFRMKTSTNEDTLELSLVEEDA.... (2) The miRNA is hsa-miR-4790-3p with sequence UGAAUGGUAAAGCGAUGUCACA. The protein sequence of the target gene is MAVNVYSTSVTSDNLSRHDMLAWINESLQLTLTKIEQLCSGAAYCQFMDMLFPGSVALKKVKFQAKLEHEYIQNFKVLQAGFKRMGVDKIIPVDKLVKGKFQDNFEFVQWFKKFFDANYDGKEYDPVAARQGQETVAPNLVAPVVNKPKKPLAPQRPIVAQRTPATPKGSTGMVKKAAGDDESAGLIEQINVLKLTVEDLEKERDFYFGKLRNIELICQENEGENDPVLQRIVEILYATDEGFVIPDEGAPQEEQEEY. Result: 0 (no interaction). (3) The miRNA is hsa-miR-590-3p with sequence UAAUUUUAUGUAUAAGCUAGU. The protein sequence of the target gene is MAVSAGSARTSPSSDKVQKDKAELISGPRQDSRIGKLLGFEWTDLSSWRRLVTLLNRPTDPASLAVFRFLFGFLMVLDIPQERGLSSLDRKYLDGLDVCRFPLLDALRPLPLDWMYLVYTIMFLGALGMMLGLCYRISCVLFLLPYWYVFLLDKTSWNNHSYLYGLLAFQLTFMDANHYWSVDGLLNAHRRNAHVPLWNYAVLRGQIFIVYFIAGVKKLDADWVEGYSMEYLSRHWLFSPFKLLLSEELTSLLVVHWGGLLLDLSAGFLLFFDVSRSIGLFFVSYFHCMNSQLFSIGMFS.... Result: 1 (interaction). (4) The miRNA is mmu-miR-712-5p with sequence CUCCUUCACCCGGGCGGUACC. The protein sequence of the target gene is MMGRSPGFAMQHIVGVPHVLVRRGLLGRDLFMTRTLCSPGPSQPGEKRPEEVALGLHHRLPALGRALGHSIQQRATSTAKTWWDRYEEFVGLNEVREAQGKVTEAEKVFMVARGLVREAREDLEVHQAKLKEVRDRLDRVSREDSQYLELATLEHRMLQEEKRLRTAYLRAEDSEREKFSLFSAAVRESHEKERTRAERTKNWSLIGSVLGALIGVAGSTYVNRVRLQELKALLLEAQKGPVSLQEAIREQASSYSRQQRDLHNLMVDLRGLVHAAGPGQDSGSQAGSPPTRDRDVDVLS.... Result: 0 (no interaction).